Dataset: Full USPTO retrosynthesis dataset with 1.9M reactions from patents (1976-2016). Task: Predict the reactants needed to synthesize the given product. (1) Given the product [C:1]([O:5][C:6]([N:8]1[CH2:12][CH2:11][C@H:10]([C:13](=[O:18])[C:24]2[CH:29]=[CH:28][CH:27]=[CH:26][CH:25]=2)[CH2:9]1)=[O:7])([CH3:2])([CH3:3])[CH3:4], predict the reactants needed to synthesize it. The reactants are: [C:1]([O:5][C:6]([N:8]1[CH2:12][CH2:11][C@H:10]([C:13](=[O:18])NCOC)[CH2:9]1)=[O:7])([CH3:4])([CH3:3])[CH3:2].C1COCC1.[C:24]1([Mg]Br)[CH:29]=[CH:28][CH:27]=[CH:26][CH:25]=1. (2) Given the product [F:1][C:2]1[CH:7]=[C:6]([F:8])[CH:5]=[CH:4][C:3]=1[C@:9]12[CH2:18][O:17][C@@H:16]([C:19]3[CH:20]=[N:21][N:22]([CH3:24])[CH:23]=3)[CH2:15][C@H:14]1[CH2:13][S:12][C:11]([NH2:25])=[N:10]2, predict the reactants needed to synthesize it. The reactants are: [F:1][C:2]1[CH:7]=[C:6]([F:8])[CH:5]=[CH:4][C:3]=1[C@:9]12[CH2:18][O:17][C@@H:16]([C:19]3[CH:20]=[N:21][N:22]([CH3:24])[CH:23]=3)[CH2:15][C@H:14]1[CH2:13][S:12][C:11]([NH:25]C(=O)C1C=CC=CC=1)=[N:10]2.FC1C=C(F)C=CC=1[C@]12CO[C@@H](C3OC=CN=3)C[C@H]1CSC(N)=N2.